This data is from Full USPTO retrosynthesis dataset with 1.9M reactions from patents (1976-2016). The task is: Predict the reactants needed to synthesize the given product. (1) Given the product [OH:1][C:2]1[CH:3]=[C:4]2[C:9](=[CH:10][CH:11]=1)[CH:8]=[C:7]([C:12]([N:15]1[CH2:19][CH2:18][CH2:17][CH2:16]1)=[O:14])[CH:6]=[CH:5]2, predict the reactants needed to synthesize it. The reactants are: [OH:1][C:2]1[CH:3]=[C:4]2[C:9](=[CH:10][CH:11]=1)[CH:8]=[C:7]([C:12]([OH:14])=O)[CH:6]=[CH:5]2.[NH:15]1[CH2:19][CH2:18][CH2:17][CH2:16]1. (2) Given the product [N:4]1[CH:5]=[CH:6][CH:7]=[C:2]([C:1]2[S:13][C:12]([NH2:14])=[N:11][N:10]=2)[CH:3]=1, predict the reactants needed to synthesize it. The reactants are: [C:1](O)(=O)[C:2]1[CH:7]=[CH:6][CH:5]=[N:4][CH:3]=1.[NH2:10][NH:11][C:12]([NH2:14])=[S:13].[NH4+].[OH-]. (3) Given the product [CH:5]1([CH2:9][C:10]2[N:1]=[C:2]([NH2:4])[S:3][CH:14]=2)[CH2:8][CH2:7][CH2:6]1, predict the reactants needed to synthesize it. The reactants are: [NH2:1][C:2]([NH2:4])=[S:3].[CH:5]1([CH2:9][C:10]2N=C(C(OCC)=O)S[CH:14]=2)[CH2:8][CH2:7][CH2:6]1.O.